The task is: Predict which catalyst facilitates the given reaction.. This data is from Catalyst prediction with 721,799 reactions and 888 catalyst types from USPTO. Reactant: [C:1]1([C:7]2[CH:16]=[CH:15][C:14]3[C:9](=[CH:10][C:11]([CH:17]([OH:19])[CH3:18])=[CH:12][CH:13]=3)[N:8]=2)[CH:6]=[CH:5][CH:4]=[CH:3][CH:2]=1.C1C=C[NH+]=CC=1.[O-][Cr](Cl)(=O)=O. Product: [C:1]1([C:7]2[CH:16]=[CH:15][C:14]3[C:9](=[CH:10][C:11]([C:17](=[O:19])[CH3:18])=[CH:12][CH:13]=3)[N:8]=2)[CH:2]=[CH:3][CH:4]=[CH:5][CH:6]=1. The catalyst class is: 2.